This data is from NCI-60 drug combinations with 297,098 pairs across 59 cell lines. The task is: Regression. Given two drug SMILES strings and cell line genomic features, predict the synergy score measuring deviation from expected non-interaction effect. (1) Drug 1: C1=CC(=C2C(=C1NCCNCCO)C(=O)C3=C(C=CC(=C3C2=O)O)O)NCCNCCO. Drug 2: CN(C(=O)NC(C=O)C(C(C(CO)O)O)O)N=O. Cell line: HCC-2998. Synergy scores: CSS=31.7, Synergy_ZIP=-0.851, Synergy_Bliss=-3.60, Synergy_Loewe=-33.6, Synergy_HSA=-3.44. (2) Drug 1: CN(C)C1=NC(=NC(=N1)N(C)C)N(C)C. Drug 2: CS(=O)(=O)OCCCCOS(=O)(=O)C. Cell line: SK-OV-3. Synergy scores: CSS=-4.27, Synergy_ZIP=-0.00769, Synergy_Bliss=-2.72, Synergy_Loewe=-3.88, Synergy_HSA=-3.75. (3) Drug 1: C1=CN(C(=O)N=C1N)C2C(C(C(O2)CO)O)O.Cl. Drug 2: C1=NNC2=C1C(=O)NC=N2. Cell line: SK-MEL-5. Synergy scores: CSS=13.7, Synergy_ZIP=-8.05, Synergy_Bliss=-0.0355, Synergy_Loewe=-9.88, Synergy_HSA=-0.797.